This data is from Forward reaction prediction with 1.9M reactions from USPTO patents (1976-2016). The task is: Predict the product of the given reaction. (1) Given the reactants [NH2:1][C:2]1[C:3]([CH:9]=O)=[N:4][C:5]([Cl:8])=[CH:6][CH:7]=1.[NH2:11][C:12](N)=[O:13], predict the reaction product. The product is: [Cl:8][C:5]1[CH:6]=[CH:7][C:2]2[C:3]([N:4]=1)=[CH:9][NH:11][C:12](=[O:13])[N:1]=2. (2) The product is: [N+:1]([C:4]1[CH:17]=[C:16]2[C:7]([CH2:8][CH2:9][C:10]3[S:14][C:13]([NH:15][S:24]([C:18]4[CH:23]=[CH:22][CH:21]=[CH:20][CH:19]=4)(=[O:26])=[O:25])=[N:12][C:11]=32)=[CH:6][CH:5]=1)([O-:3])=[O:2]. Given the reactants [N+:1]([C:4]1[CH:17]=[C:16]2[C:7]([CH2:8][CH2:9][C:10]3[S:14][C:13]([NH2:15])=[N:12][C:11]=32)=[CH:6][CH:5]=1)([O-:3])=[O:2].[C:18]1([S:24](Cl)(=[O:26])=[O:25])[CH:23]=[CH:22][CH:21]=[CH:20][CH:19]=1, predict the reaction product. (3) The product is: [F:1][C:2]([F:7])([F:6])[C:3]([OH:5])=[O:4].[CH:37]1([CH2:36][NH:35][CH2:34][CH2:33][N:31]2[CH:32]=[C:28]([C:25]3[CH:26]=[C:27]4[C:22](=[C:23]([C:39]([NH2:41])=[O:40])[CH:24]=3)[NH:21][CH:20]=[C:19]4[CH:16]3[CH2:15][CH2:14][N:13]([S:10]([CH2:8][CH3:9])(=[O:11])=[O:12])[CH2:18][CH2:17]3)[CH:29]=[N:30]2)[CH2:44][CH2:43][CH2:42][CH2:46]1. Given the reactants [F:1][C:2]([F:7])([F:6])[C:3]([OH:5])=[O:4].[CH2:8]([S:10]([N:13]1[CH2:18][CH2:17][CH:16]([C:19]2[C:27]3[C:22](=[C:23]([C:39]([NH2:41])=[O:40])[CH:24]=[C:25]([C:28]4[CH:29]=[N:30][N:31]([CH2:33][CH2:34][NH:35][CH2:36][CH2:37]O)[CH:32]=4)[CH:26]=3)[NH:21][CH:20]=2)[CH2:15][CH2:14]1)(=[O:12])=[O:11])[CH3:9].[CH:42]1(N)[CH2:46]C[CH2:44][CH2:43]1.NCCO, predict the reaction product. (4) Given the reactants [CH3:1][C:2]([C:4]1[CH:9]=[C:8]([Br:10])[CH:7]=[CH:6][C:5]=1[OH:11])=[O:3].[C:12]1(=O)[CH2:16][CH2:15][CH2:14][CH2:13]1.N1CCCC1, predict the reaction product. The product is: [Br:10][C:8]1[CH:7]=[CH:6][C:5]2[O:11][C:12]3([CH2:16][CH2:15][CH2:14][CH2:13]3)[CH2:1][C:2](=[O:3])[C:4]=2[CH:9]=1. (5) Given the reactants Cl[C:2]1[N:3]=[CH:4][C:5]2[N:11]([CH3:12])[C:10](=[O:13])[CH:9]([CH3:14])[CH2:8][N:7]([CH:15]3[CH2:20][CH2:19][CH2:18][CH2:17][CH2:16]3)[C:6]=2[N:21]=1.[N:22]1[CH:27]=[CH:26][C:25]([C:28]2[O:29][C:30]3[CH:36]=[CH:35][C:34]([NH2:37])=[CH:33][C:31]=3[N:32]=2)=[CH:24][CH:23]=1.O.C1(C)C=CC(S(O)(=O)=O)=CC=1, predict the reaction product. The product is: [CH:15]1([N:7]2[CH2:8][CH:9]([CH3:14])[C:10](=[O:13])[N:11]([CH3:12])[C:5]3[CH:4]=[N:3][C:2]([NH:37][C:34]4[CH:35]=[CH:36][C:30]5[O:29][C:28]([C:25]6[CH:24]=[CH:23][N:22]=[CH:27][CH:26]=6)=[N:32][C:31]=5[CH:33]=4)=[N:21][C:6]2=3)[CH2:20][CH2:19][CH2:18][CH2:17][CH2:16]1. (6) Given the reactants Br[C:2]1[CH:3]=[CH:4][C:5]([CH2:16][CH3:17])=[C:6]([CH:8]2[C:13](=[O:14])[CH2:12][CH2:11][CH2:10][C:9]2=[O:15])[CH:7]=1.[I-:18].[Na+].C[Si](C)(C)N[Si](C)(C)C.CN(C)[C@@H]1CCCC[C@H]1N, predict the reaction product. The product is: [CH2:16]([C:5]1[CH:4]=[CH:3][C:2]([I:18])=[CH:7][C:6]=1[CH:8]1[C:13](=[O:14])[CH2:12][CH2:11][CH2:10][C:9]1=[O:15])[CH3:17]. (7) Given the reactants C1(P(C2C=CC=CC=2)C2C=CC=CC=2)C=CC=CC=1.BrN1C(=O)CCC1=O.[F:28][C:29]1[CH:37]=[C:36]2[C:32]([C:33]([C:41]([OH:43])=O)=[CH:34][N:35]2[CH:38]([CH3:40])[CH3:39])=[CH:31][CH:30]=1.[NH2:44][C:45]1[S:46][CH:47]=[CH:48][N:49]=1, predict the reaction product. The product is: [S:46]1[CH:47]=[CH:48][N:49]=[C:45]1[NH:44][C:41]([C:33]1[C:32]2[C:36](=[CH:37][C:29]([F:28])=[CH:30][CH:31]=2)[N:35]([CH:38]([CH3:39])[CH3:40])[CH:34]=1)=[O:43].